The task is: Predict which catalyst facilitates the given reaction.. This data is from Catalyst prediction with 721,799 reactions and 888 catalyst types from USPTO. Reactant: [NH2:1][C:2]1[CH:7]=[CH:6][C:5]([Br:8])=[CH:4][N:3]=1.[I:9]([O-])(=O)(=O)=O.[Na+].II.FC(F)(F)C(O)=O.S([O-])([O-])=O.[Na+].[Na+]. Product: [NH2:1][C:2]1[C:7]([I:9])=[CH:6][C:5]([Br:8])=[CH:4][N:3]=1. The catalyst class is: 47.